This data is from Forward reaction prediction with 1.9M reactions from USPTO patents (1976-2016). The task is: Predict the product of the given reaction. Given the reactants CC(=CC)C.Cl([O-])=O.[Na+].[CH2:10]([O:17][C:18]1[C:25]([CH3:26])=[CH:24][C:21]([CH:22]=[O:23])=[CH:20][C:19]=1[CH3:27])[C:11]1[CH:16]=[CH:15][CH:14]=[CH:13][CH:12]=1.P([O-])(O)(O)=[O:29].[K+], predict the reaction product. The product is: [CH2:10]([O:17][C:18]1[C:25]([CH3:26])=[CH:24][C:21]([C:22]([OH:29])=[O:23])=[CH:20][C:19]=1[CH3:27])[C:11]1[CH:16]=[CH:15][CH:14]=[CH:13][CH:12]=1.